From a dataset of Forward reaction prediction with 1.9M reactions from USPTO patents (1976-2016). Predict the product of the given reaction. (1) The product is: [F:1][C:2]1[CH:7]=[CH:6][C:5]([C@@H:8]2[CH2:12][N:11]([S:13]([C:16]3[N:17]=[CH:18][N:19]([CH3:21])[CH:20]=3)(=[O:14])=[O:15])[CH2:10][C@H:9]2[CH:22]=[O:23])=[CH:4][CH:3]=1. Given the reactants [F:1][C:2]1[CH:7]=[CH:6][C:5]([C@@H:8]2[CH2:12][N:11]([S:13]([C:16]3[N:17]=[CH:18][N:19]([CH3:21])[CH:20]=3)(=[O:15])=[O:14])[CH2:10][C@H:9]2[CH2:22][OH:23])=[CH:4][CH:3]=1.CC(OI1(OC(C)=O)(OC(C)=O)OC(=O)C2C1=CC=CC=2)=O, predict the reaction product. (2) Given the reactants [N:1]([C@@H:4]([C@H:8]([C:10]1[CH:15]=[CH:14][C:13]([F:16])=[CH:12][CH:11]=1)[CH3:9])[C:5]([OH:7])=O)=[N+]=[N-].F[P-](F)(F)(F)(F)F.N1(OC(N(C)C)=[N+](C)C)C2N=C[CH:31]=[CH:32][C:27]=2N=N1.ON1C2N=CC=CC=2N=N1.[NH:51]1[CH2:58][CH2:57][CH2:56][C@H:52]1[C:53]([NH2:55])=[O:54].[CH3:59]CN(C(C)C)C(C)C.[C:68]([O:71]CC)(=[O:70])C, predict the reaction product. The product is: [C:32]([O:71][C:68]([NH:1][C@H:4]([C:5]([N:51]1[CH2:58][CH2:57][CH2:56][C@H:52]1[C:53]([NH2:55])=[O:54])=[O:7])[C@@H:8]([CH3:9])[C:10]1[CH:15]=[CH:14][C:13]([F:16])=[CH:12][CH:11]=1)=[O:70])([CH3:31])([CH3:27])[CH3:59]. (3) Given the reactants [OH:1][NH:2][C:3]([C:5]1[C:14]2[C:9](=[CH:10][CH:11]=[CH:12][CH:13]=2)[CH:8]=[CH:7][N:6]=1)=[NH:4].[F:15][C:16]1[CH:24]=[C:20]([C:21](O)=O)[C:19]([OH:25])=[CH:18][CH:17]=1, predict the reaction product. The product is: [F:15][C:16]1[CH:17]=[CH:18][C:19]([OH:25])=[C:20]([C:21]2[O:1][N:2]=[C:3]([C:5]3[C:14]4[C:9](=[CH:10][CH:11]=[CH:12][CH:13]=4)[CH:8]=[CH:7][N:6]=3)[N:4]=2)[CH:24]=1. (4) Given the reactants [OH:1][CH:2]([C:6]1[CH:11]=[CH:10][C:9]([C:12]2[N:16]=[C:15]([C:17]3[O:21][N:20]=[C:19]([C:22]4[CH:27]=[CH:26][CH:25]=[CH:24][CH:23]=4)[C:18]=3[C:28]([F:31])([F:30])[F:29])[O:14][N:13]=2)=[CH:8][CH:7]=1)[C:3](O)=[O:4].Cl.Cl.[NH2:34][CH2:35][C:36]1[C:37]([NH2:43])=[N:38][C:39]([CH3:42])=[N:40][CH:41]=1.CN1CCOCC1.CN(C(ON1N=NC2C=CC=NC1=2)=[N+](C)C)C.F[P-](F)(F)(F)(F)F, predict the reaction product. The product is: [NH2:43][C:37]1[C:36]([CH2:35][NH:34][C:3](=[O:4])[CH:2]([OH:1])[C:6]2[CH:11]=[CH:10][C:9]([C:12]3[N:16]=[C:15]([C:17]4[O:21][N:20]=[C:19]([C:22]5[CH:27]=[CH:26][CH:25]=[CH:24][CH:23]=5)[C:18]=4[C:28]([F:29])([F:30])[F:31])[O:14][N:13]=3)=[CH:8][CH:7]=2)=[CH:41][N:40]=[C:39]([CH3:42])[N:38]=1. (5) Given the reactants Br[C:2]1[CH:7]=[CH:6][CH:5]=[C:4]([CH2:8][F:9])[N:3]=1.[CH2:10]([N:14]1[CH:18]=[C:17]([C:19]2[CH:24]=[CH:23][C:22]([F:25])=[CH:21][CH:20]=2)[CH:16]=[N:15]1)[CH2:11][C:12]#[CH:13], predict the reaction product. The product is: [F:9][CH2:8][C:4]1[CH:5]=[CH:6][CH:7]=[C:2]([C:13]#[C:12][CH2:11][CH2:10][N:14]2[CH:18]=[C:17]([C:19]3[CH:20]=[CH:21][C:22]([F:25])=[CH:23][CH:24]=3)[CH:16]=[N:15]2)[N:3]=1. (6) Given the reactants [CH2:1]=O.[C:3](=[O:6])([O-])[O-].[K+].[K+].[CH3:9][O:10][C:11]1[CH:16]=[CH:15][C:14]([CH:17]2[CH2:22][CH2:21][NH:20][CH2:19][CH2:18]2)=[CH:13][CH:12]=1, predict the reaction product. The product is: [CH3:1][O:6][CH2:3][N:20]1[CH2:21][CH2:22][CH:17]([C:14]2[CH:13]=[CH:12][C:11]([O:10][CH3:9])=[CH:16][CH:15]=2)[CH2:18][CH2:19]1.